Task: Regression. Given two drug SMILES strings and cell line genomic features, predict the synergy score measuring deviation from expected non-interaction effect.. Dataset: NCI-60 drug combinations with 297,098 pairs across 59 cell lines (1) Drug 1: C1=NC2=C(N1)C(=S)N=C(N2)N. Drug 2: CCCS(=O)(=O)NC1=C(C(=C(C=C1)F)C(=O)C2=CNC3=C2C=C(C=N3)C4=CC=C(C=C4)Cl)F. Cell line: NCI-H226. Synergy scores: CSS=7.36, Synergy_ZIP=-2.86, Synergy_Bliss=2.93, Synergy_Loewe=-2.34, Synergy_HSA=1.20. (2) Drug 1: C1CCC(C1)C(CC#N)N2C=C(C=N2)C3=C4C=CNC4=NC=N3. Drug 2: CC1C(C(=O)NC(C(=O)N2CCCC2C(=O)N(CC(=O)N(C(C(=O)O1)C(C)C)C)C)C(C)C)NC(=O)C3=C4C(=C(C=C3)C)OC5=C(C(=O)C(=C(C5=N4)C(=O)NC6C(OC(=O)C(N(C(=O)CN(C(=O)C7CCCN7C(=O)C(NC6=O)C(C)C)C)C)C(C)C)C)N)C. Cell line: NCI-H226. Synergy scores: CSS=7.97, Synergy_ZIP=4.13, Synergy_Bliss=11.1, Synergy_Loewe=10.7, Synergy_HSA=10.2. (3) Drug 1: C1=NC2=C(N=C(N=C2N1C3C(C(C(O3)CO)O)F)Cl)N. Drug 2: B(C(CC(C)C)NC(=O)C(CC1=CC=CC=C1)NC(=O)C2=NC=CN=C2)(O)O. Cell line: A498. Synergy scores: CSS=76.6, Synergy_ZIP=5.16, Synergy_Bliss=4.98, Synergy_Loewe=1.64, Synergy_HSA=5.08.